This data is from Full USPTO retrosynthesis dataset with 1.9M reactions from patents (1976-2016). The task is: Predict the reactants needed to synthesize the given product. (1) Given the product [CH2:1]([O:8][C:9]([N:11]1[CH2:15][CH2:14][CH2:13][C@H:12]1[C:16](=[O:25])[NH:17][C:18]1[CH:19]=[C:20]([C:2]2[CH:7]=[CH:6][C:34]([NH2:32])=[CH:4][CH:3]=2)[CH:21]=[CH:22][CH:23]=1)=[O:10])[C:2]1[CH:7]=[CH:6][CH:5]=[CH:4][CH:3]=1, predict the reactants needed to synthesize it. The reactants are: [CH2:1]([O:8][C:9]([N:11]1[CH2:15][CH2:14][CH2:13][C@H:12]1[C:16](=[O:25])[NH:17][C:18]1[CH:23]=[CH:22][CH:21]=[C:20](Br)[CH:19]=1)=[O:10])[C:2]1[CH:7]=[CH:6][CH:5]=[CH:4][CH:3]=1.C([O-])(O)=O.[Na+].C[N:32]([CH:34]=O)C. (2) Given the product [F:16][C:17]1[CH:22]=[CH:21][CH:20]=[CH:19][C:18]=1[O:23][C:2]1[CH:7]=[CH:6][C:5]([NH:8][CH2:9][C:10]2[CH:11]=[N:12][CH:13]=[CH:14][CH:15]=2)=[CH:4][CH:3]=1, predict the reactants needed to synthesize it. The reactants are: Br[C:2]1[CH:7]=[CH:6][C:5]([NH:8][CH2:9][C:10]2[CH:11]=[N:12][CH:13]=[CH:14][CH:15]=2)=[CH:4][CH:3]=1.[F:16][C:17]1[CH:22]=[CH:21][CH:20]=[CH:19][C:18]=1[OH:23]. (3) The reactants are: Cl[C:2]1(Cl)[C:5](=[O:6])[CH2:4][CH:3]1[CH2:7][CH2:8][C:9]([O:11][CH2:12][CH3:13])=[O:10].[Cl-].[NH4+].CO. Given the product [O:6]=[C:5]1[CH2:2][CH:3]([CH2:7][CH2:8][C:9]([O:11][CH2:12][CH3:13])=[O:10])[CH2:4]1, predict the reactants needed to synthesize it. (4) Given the product [CH3:9][S:8][C:3]1[CH:4]=[CH:5][CH:6]=[CH:7][C:2]=1[B:15]([OH:20])[OH:16], predict the reactants needed to synthesize it. The reactants are: Br[C:2]1[CH:7]=[CH:6][CH:5]=[CH:4][C:3]=1[S:8][CH3:9].[Li]CCCC.[B:15](OC(C)C)([O:20]C(C)C)[O:16]C(C)C. (5) Given the product [CH3:31][O:30][C:9]1[CH:8]=[C:7]([C:37]2[CH:38]=[N:34][NH:35][CH:36]=2)[CH:12]=[CH:11][C:10]=1[C:13]1[N:14]=[N:15][C:16]([CH2:19][CH:20]2[CH2:25][C:24]([CH3:26])([CH3:27])[NH:23][C:22]([CH3:29])([CH3:28])[CH2:21]2)=[CH:17][CH:18]=1, predict the reactants needed to synthesize it. The reactants are: FC(F)(F)S(O[C:7]1[CH:12]=[CH:11][C:10]([C:13]2[N:14]=[N:15][C:16]([CH2:19][CH:20]3[CH2:25][C:24]([CH3:27])([CH3:26])[NH:23][C:22]([CH3:29])([CH3:28])[CH2:21]3)=[CH:17][CH:18]=2)=[C:9]([O:30][CH3:31])[CH:8]=1)(=O)=O.[NH:34]1[CH:38]=[C:37](B(O)O)[CH:36]=[N:35]1.P([O-])([O-])([O-])=O.[K+].[K+].[K+].COC1C=CC=C(OC)C=1C1C=CC=CC=1P(C1CCCCC1)C1CCCCC1. (6) Given the product [Si:5]([O:6][CH2:7][CH2:8][N:9]([C:37]#[N:36])[C:10]1[CH:11]=[CH:12][C:13]([NH:16][C:17]([C:19]2[C:24]([NH:25][C:26]([C:28]3[S:29][C:30]([Cl:33])=[CH:31][CH:32]=3)=[O:27])=[CH:23][CH:22]=[CH:21][N:20]=2)=[O:18])=[CH:14][CH:15]=1)([C:1]([CH3:4])([CH3:3])[CH3:2])([CH3:35])[CH3:34], predict the reactants needed to synthesize it. The reactants are: [C:1]([Si:5]([CH3:35])([CH3:34])[O:6][CH2:7][CH2:8][NH:9][C:10]1[CH:15]=[CH:14][C:13]([NH:16][C:17]([C:19]2[C:24]([NH:25][C:26]([C:28]3[S:29][C:30]([Cl:33])=[CH:31][CH:32]=3)=[O:27])=[CH:23][CH:22]=[CH:21][N:20]=2)=[O:18])=[CH:12][CH:11]=1)([CH3:4])([CH3:3])[CH3:2].[N:36]#[C:37]Br.C(=O)(O)[O-].[Na+]. (7) The reactants are: [C:1]([C:3]1[CH:8]=[C:7]([O:9][CH3:10])[C:6]([O:11][CH2:12][CH2:13][CH2:14][CH3:15])=[CH:5][C:4]=1[NH2:16])#[N:2].Cl.[N:18]([O-])=O.[Na+].C([O-])(=O)C.[Na+].[NH2:27][C:28]1[CH:33]=[CH:32][CH:31]=[CH:30][CH:29]=1. Given the product [C:28]1([N:27]=[N:18][NH:16][C:4]2[CH:5]=[C:6]([O:11][CH2:12][CH2:13][CH2:14][CH3:15])[C:7]([O:9][CH3:10])=[CH:8][C:3]=2[C:1]#[N:2])[CH:33]=[CH:32][CH:31]=[CH:30][CH:29]=1, predict the reactants needed to synthesize it. (8) Given the product [Br:1][C:2]1[CH:10]=[CH:9][CH:8]=[C:7]2[C:3]=1[CH:4]=[C:5]([C:11]([N:14]1[CH2:18][CH2:17][CH2:16][CH2:15]1)=[O:13])[NH:6]2, predict the reactants needed to synthesize it. The reactants are: [Br:1][C:2]1[CH:10]=[CH:9][CH:8]=[C:7]2[C:3]=1[CH:4]=[C:5]([C:11]([OH:13])=O)[NH:6]2.[NH:14]1[CH2:18][CH2:17][CH2:16][CH2:15]1.C1C=NC2N(O)N=NC=2C=1.CCN(C(C)C)C(C)C.C(Cl)CCl. (9) Given the product [CH2:31]([N:9]([CH2:7][CH3:8])[C:10]1[N:30]=[C:13]2[CH:14]=[CH:15][C:16]([NH:18][C:19]([C:21]3[N:25]([CH3:26])[N:24]=[CH:23][C:22]=3[C:27]([N:1]3[CH2:6][CH2:5][O:4][CH2:3][CH2:2]3)=[O:28])=[O:20])=[CH:17][N:12]2[N:11]=1)[CH3:32], predict the reactants needed to synthesize it. The reactants are: [NH:1]1[CH2:6][CH2:5][O:4][CH2:3][CH2:2]1.[CH2:7]([N:9]([CH2:31][CH3:32])[C:10]1[N:30]=[C:13]2[CH:14]=[CH:15][C:16]([NH:18][C:19]([C:21]3[N:25]([CH3:26])[N:24]=[CH:23][C:22]=3[C:27](O)=[O:28])=[O:20])=[CH:17][N:12]2[N:11]=1)[CH3:8]. (10) Given the product [CH2:1]([N:3]([CH2:11][C:12]1[CH:13]=[N:14][CH:15]=[C:16]([C:19]2[CH:20]=[C:21]3[C:25](=[CH:26][CH:27]=2)[N:24]([CH:28]2[CH2:33][CH2:32][CH2:31][CH2:30][O:29]2)[N:23]=[C:22]3[C:34]2[NH:35][C:36]([C:39]([N:41]3[CH2:42][CH2:111][N:106]([CH2:105][C:100]4[CH:101]=[CH:102][CH:103]=[CH:104][N:99]=4)[CH2:107][CH2:108]3)=[O:40])=[CH:37][N:38]=2)[C:17]=1[CH3:18])[C:4](=[O:10])[O:5][C:6]([CH3:9])([CH3:8])[CH3:7])[CH3:2], predict the reactants needed to synthesize it. The reactants are: [CH2:1]([N:3]([CH2:11][C:12]1[CH:13]=[N:14][CH:15]=[C:16]([C:19]2[CH:20]=[C:21]3[C:25](=[CH:26][CH:27]=2)[N:24]([CH:28]2[CH2:33][CH2:32][CH2:31][CH2:30][O:29]2)[N:23]=[C:22]3[C:34]2[NH:35][C:36]([C:39]([NH:41][CH2:42]C3C=NC=CC=3)=[O:40])=[CH:37][N:38]=2)[C:17]=1[CH3:18])[C:4](=[O:10])[O:5][C:6]([CH3:9])([CH3:8])[CH3:7])[CH3:2].C(OC(N(CC1C(C)=C(C2C=C3C(=CC=2)N(C2CCCCO2)N=C3C2NC(C(O)=O)=CN=2)C=NC=1)CC)=O)(C)(C)C.C(N(C(C)C)CC)(C)C.[N:99]1[CH:104]=[CH:103][CH:102]=[CH:101][C:100]=1[CH2:105][N:106]1[CH2:111]CN[CH2:108][CH2:107]1.CN(C(ON1N=NC2C=CC=NC1=2)=[N+](C)C)C.F[P-](F)(F)(F)(F)F.